From a dataset of Reaction yield outcomes from USPTO patents with 853,638 reactions. Predict the reaction yield, written as a fraction of the theoretical maximum amount of product (1.0 means a 100% yield; for example, 0.34 means a 34% yield). (1) The product is [Br:2]/[CH:3]=[CH:39]\[C:30]1[CH:31]=[CH:32][C:33]2[C:38](=[CH:37][CH:36]=[CH:35][CH:34]=2)[N:29]=1. The catalyst is C1COCC1. The reactants are [Br-].[Br:2][CH2:3][P+](C1C=CC=CC=1)(C1C=CC=CC=1)C1C=CC=CC=1.CC(C)([O-])C.[K+].[N:29]1[C:38]2[C:33](=[CH:34][CH:35]=[CH:36][CH:37]=2)[CH:32]=[CH:31][C:30]=1[CH:39]=O. The yield is 0.591. (2) The reactants are [C:1]([O:5][C:6]([C:8]1[C:13]([NH2:14])=[CH:12][CH:11]=[C:10]([CH3:15])[N:9]=1)=[O:7])([CH3:4])([CH3:3])[CH3:2].C(N(C(C)C)CC)(C)C.Cl[C:26]([O:28][CH3:29])=[O:27].Cl.[OH2:31]. The catalyst is C(Cl)(Cl)Cl. The product is [C:1]([O:5][C:6]([C:8]1[C:13]([NH2:14])=[C:12]([C:26]([O:28][CH3:29])=[O:27])[CH:11]=[C:10]([CH3:15])[N+:9]=1[O-:31])=[O:7])([CH3:4])([CH3:3])[CH3:2]. The yield is 0.960. (3) The reactants are [CH3:1][C:2]1[CH:7]=[CH:6][C:5]([Br:8])=[CH:4][C:3]=1B(O)O.[NH2:12][C:13]1[N:18]=[C:17](Cl)[CH:16]=[C:15]([Cl:20])[N:14]=1.C(=O)([O-])[O-].[Na+].[Na+].C1(P(C2C=CC=CC=2)C2C=CC=CC=2)C=CC=CC=1. The catalyst is O.C([O-])(=O)C.[Pd+2].C([O-])(=O)C. The product is [NH2:12][C:13]1[N:14]=[C:15]([Cl:20])[CH:16]=[C:17]([C:3]2[CH:4]=[C:5]([Br:8])[CH:6]=[CH:7][C:2]=2[CH3:1])[N:18]=1. The yield is 0.800. (4) The reactants are I[C:2]1[CH:7]=[CH:6][C:5]([I:8])=[CH:4][C:3]=1[N+:9]([O-:11])=[O:10].C1([Mg]Br)C=CC=CC=1.[CH:20](=[O:24])[CH:21]([CH3:23])[CH3:22]. The catalyst is C1COCC1. The product is [I:8][C:5]1[CH:6]=[CH:7][C:2]([CH:20]([OH:24])[CH:21]([CH3:23])[CH3:22])=[C:3]([N+:9]([O-:11])=[O:10])[CH:4]=1. The yield is 0.800.